Predict the product of the given reaction. From a dataset of Forward reaction prediction with 1.9M reactions from USPTO patents (1976-2016). (1) Given the reactants C[O:2][C:3]1[CH:4]=[CH:5][CH:6]=[C:7]2[C:12]=1[CH:11]=[N:10][CH:9]=[CH:8]2.B(Br)(Br)Br.CO, predict the reaction product. The product is: [CH:11]1[C:12]2[C:7](=[CH:6][CH:5]=[CH:4][C:3]=2[OH:2])[CH:8]=[CH:9][N:10]=1. (2) Given the reactants [O:1]=[C:2]1[C:11]2[C:6](=[CH:7][CH:8]=[CH:9][CH:10]=2)[N:5]=[C:4]([CH2:12][CH2:13][CH2:14][C:15]([OH:17])=O)[NH:3]1.FC(F)(F)C(O)=O.[NH:25]1[CH2:30][CH2:29][CH:28]([C:31]2[O:32][C:33]([C:36]3[CH:41]=[CH:40][C:39]([CH3:42])=[CH:38][CH:37]=3)=[N:34][N:35]=2)[CH2:27][CH2:26]1, predict the reaction product. The product is: [O:17]=[C:15]([N:25]1[CH2:26][CH2:27][CH:28]([C:31]2[O:32][C:33]([C:36]3[CH:37]=[CH:38][C:39]([CH3:42])=[CH:40][CH:41]=3)=[N:34][N:35]=2)[CH2:29][CH2:30]1)[CH2:14][CH2:13][CH2:12][C:4]1[NH:3][C:2](=[O:1])[C:11]2[C:6](=[CH:7][CH:8]=[CH:9][CH:10]=2)[N:5]=1.